From a dataset of Reaction yield outcomes from USPTO patents with 853,638 reactions. Predict the reaction yield, written as a fraction of the theoretical maximum amount of product (1.0 means a 100% yield; for example, 0.34 means a 34% yield). (1) The reactants are Cl.[NH2:2][C@@H:3]1[C:11]2[C:6](=[C:7]([C:12]3[S:16][C:15]([C:17]4[CH:18]=[CH:19][C:20]([O:25][CH:26]([CH3:28])[CH3:27])=[C:21]([CH:24]=4)[C:22]#[N:23])=[N:14][N:13]=3)[CH:8]=[CH:9][CH:10]=2)[CH2:5][CH2:4]1.CCN(C(C)C)C(C)C.[CH2:38]([O:40][C:41](=[O:47])[CH2:42][S:43](Cl)(=[O:45])=[O:44])[CH3:39]. The catalyst is C(Cl)Cl. The product is [C:22]([C:21]1[CH:24]=[C:17]([C:15]2[S:16][C:12]([C:7]3[CH:8]=[CH:9][CH:10]=[C:11]4[C:6]=3[CH2:5][CH2:4][C@@H:3]4[NH:2][S:43]([CH2:42][C:41]([O:40][CH2:38][CH3:39])=[O:47])(=[O:45])=[O:44])=[N:13][N:14]=2)[CH:18]=[CH:19][C:20]=1[O:25][CH:26]([CH3:28])[CH3:27])#[N:23]. The yield is 0.300. (2) The reactants are [Cl:1][C:2]1[CH:3]=[C:4]2[C:8](=[CH:9][CH:10]=1)[N:7]([C:11]1[N:15]([CH3:16])[N:14]=[C:13]([CH3:17])[C:12]=1[CH2:18][CH2:19][N:20]1[S:24](=[O:26])(=[O:25])[N:23](CC3C=CC(OC)=CC=3)[C:22](=[O:36])[C@H:21]1[CH:37]([CH3:39])[CH3:38])[CH:6]=[CH:5]2. The catalyst is FC(F)(F)C(O)=O. The product is [Cl:1][C:2]1[CH:3]=[C:4]2[C:8](=[CH:9][CH:10]=1)[N:7]([C:11]1[N:15]([CH3:16])[N:14]=[C:13]([CH3:17])[C:12]=1[CH2:18][CH2:19][N:20]1[S:24](=[O:26])(=[O:25])[NH:23][C:22](=[O:36])[C@H:21]1[CH:37]([CH3:39])[CH3:38])[CH:6]=[CH:5]2. The yield is 0.250. (3) The reactants are CC([O-])(C)C.[K+].[C:7]([CH2:9][C:10]([NH2:12])=[O:11])#[N:8].[CH3:13][C:14](=O)/[CH:15]=[CH:16]/[CH2:17][CH2:18][CH3:19]. The catalyst is CS(C)=O. The product is [CH3:13][C:14]1[NH:12][C:10](=[O:11])[C:9]([C:7]#[N:8])=[C:16]([CH2:17][CH2:18][CH3:19])[CH:15]=1. The yield is 0.470. (4) The reactants are Cl.Cl.[F:3][C:4]1[CH:9]=[CH:8][C:7]([C:10]2[NH:11][CH:12]=[C:13]([C:21]3[CH2:22][CH2:23][NH:24][CH2:25][CH:26]=3)[C:14]=2[C:15]2[CH:20]=[CH:19][N:18]=[CH:17][CH:16]=2)=[CH:6][CH:5]=1.C(=O)([O-])[O-].[Na+].[Na+]. The catalyst is C1(C)C(C)=CC=CC=1.CO.[Pd]. The product is [F:3][C:4]1[CH:5]=[CH:6][C:7]([C:10]2[NH:11][CH:12]=[C:13]([C:21]3[CH:22]=[CH:23][N:24]=[CH:25][CH:26]=3)[C:14]=2[C:15]2[CH:20]=[CH:19][N:18]=[CH:17][CH:16]=2)=[CH:8][CH:9]=1. The yield is 0.530.